This data is from Forward reaction prediction with 1.9M reactions from USPTO patents (1976-2016). The task is: Predict the product of the given reaction. (1) Given the reactants B(Br)(Br)[Br:2].C([O:7][CH2:8][C:9]1[N:10]([NH:21][CH:22]2[CH2:27][CH2:26][O:25][CH2:24][CH2:23]2)[C:11]2[C:16]([CH3:17])=[C:15]([CH3:18])[N:14]=[C:13]([NH2:19])[C:12]=2[N:20]=1)C, predict the reaction product. The product is: [NH2:19][C:13]1[C:12]2[N:20]=[C:9]([CH2:8][OH:7])[N:10]([NH:21][CH:22]([CH2:27][CH2:26][Br:2])[CH2:23][CH2:24][OH:25])[C:11]=2[C:16]([CH3:17])=[C:15]([CH3:18])[N:14]=1. (2) Given the reactants [CH3:1][O:2][C:3]1[CH:22]=[CH:21][C:6]([CH2:7][NH:8][S:9]([C:12]2[CH:20]=[CH:19][C:15]([C:16]([OH:18])=[O:17])=[CH:14][CH:13]=2)(=[O:11])=[O:10])=[CH:5][CH:4]=1.C(=O)([O-])[O-].[Cs+].[Cs+].[CH2:29](I)[CH3:30], predict the reaction product. The product is: [CH2:29]([N:8]([CH2:7][C:6]1[CH:5]=[CH:4][C:3]([O:2][CH3:1])=[CH:22][CH:21]=1)[S:9]([C:12]1[CH:20]=[CH:19][C:15]([C:16]([OH:18])=[O:17])=[CH:14][CH:13]=1)(=[O:11])=[O:10])[CH3:30].